From a dataset of CYP2C19 inhibition data for predicting drug metabolism from PubChem BioAssay. Regression/Classification. Given a drug SMILES string, predict its absorption, distribution, metabolism, or excretion properties. Task type varies by dataset: regression for continuous measurements (e.g., permeability, clearance, half-life) or binary classification for categorical outcomes (e.g., BBB penetration, CYP inhibition). Dataset: cyp2c19_veith. (1) The drug is O=C(c1ccncc1)N1CCC[C@@]2(CCN(c3cccc(-c4ccccc4)c3)C2)C1. The result is 1 (inhibitor). (2) The compound is CCOC(=O)c1oc2ccccc2c1NC(=O)c1ccc(S(=O)(=O)N(C)C)cc1. The result is 0 (non-inhibitor). (3) The drug is CCN(CC)CCOC(=O)c1cc(Cl)c(N)cc1OC. The result is 0 (non-inhibitor). (4) The compound is Cc1cnc(CNc2ncnc3ccc(-c4ccc(C(=O)N(C)C)cc4)cc23)cn1. The result is 0 (non-inhibitor). (5) The molecule is C/C(=C\C1CCCCC1)C(NC(=O)c1cccnc1)c1ccc(-c2ccccc2)cc1. The result is 1 (inhibitor). (6) The molecule is NS(=O)(=O)c1ccc(N=Nc2nc3[nH]cnc(=S)c3[nH]2)cc1. The result is 0 (non-inhibitor). (7) The drug is O=C(O)c1cccc(OCCO)c1. The result is 0 (non-inhibitor).